From a dataset of Reaction yield outcomes from USPTO patents with 853,638 reactions. Predict the reaction yield, written as a fraction of the theoretical maximum amount of product (1.0 means a 100% yield; for example, 0.34 means a 34% yield). The reactants are [OH:1][CH2:2][C:3]([C@H:6]1[C@@H:10]2[C@@H:11]3[C@@:24]([CH3:27])([CH2:25][CH2:26][C@@:9]2([NH:42][CH2:43][CH2:44][N:45]2[CH2:50][CH2:49][S:48](=[O:52])(=[O:51])[CH2:47][CH2:46]2)[CH2:8][CH2:7]1)[C@@:23]1([CH3:28])[C@@H:14]([C@:15]2([CH3:41])[C@@H:20]([CH2:21][CH2:22]1)[C:19]([CH3:30])([CH3:29])[C:18]([C:31]1[CH:40]=[CH:39][C:34]([C:35]([O:37][CH3:38])=[O:36])=[CH:33][CH:32]=1)=[CH:17][CH2:16]2)[CH2:13][CH2:12]3)([OH:5])[CH3:4].[CH3:53]OC(C1C=CC(C2C(C)(C)[C@H]3[C@](C)(CC=2)[C@@H]2[C@](C)([C@@]4(C)[C@H](CC2)[C@H]2[C@H](C(C)=C)CC[C@]2(C(O[Si](C(C)(C)C)(C)C)=O)CC4)CC3)=CC=1)=O.C(C1C=C(C)C=C(C(C)(C)C)N=1)(C)(C)C.FC(F)(F)S(OC)(=O)=O.C(O)(C(F)(F)F)=O. The catalyst is C(Cl)(Cl)Cl. The product is [O:51]=[S:48]1(=[O:52])[CH2:49][CH2:50][N:45]([CH2:44][CH2:43][NH:42][C@:9]23[CH2:8][CH2:7][C@@H:6]([C:3]([OH:5])([CH3:4])[CH2:2][O:1][CH3:53])[C@@H:10]2[C@@H:11]2[C@@:24]([CH3:27])([CH2:25][CH2:26]3)[C@@:23]3([CH3:28])[C@@H:14]([C@:15]4([CH3:41])[C@@H:20]([CH2:21][CH2:22]3)[C:19]([CH3:30])([CH3:29])[C:18]([C:31]3[CH:40]=[CH:39][C:34]([C:35]([O:37][CH3:38])=[O:36])=[CH:33][CH:32]=3)=[CH:17][CH2:16]4)[CH2:13][CH2:12]2)[CH2:46][CH2:47]1. The yield is 0.354.